From a dataset of Forward reaction prediction with 1.9M reactions from USPTO patents (1976-2016). Predict the product of the given reaction. (1) Given the reactants C(OC([N:8]1[CH2:12][CH2:11][CH2:10][C@@H:9]1[CH2:13][O:14][C:15]1[CH:20]=[CH:19][C:18]([N:21]2[C:29](=[O:30])[C:28]3[C:23](=[CH:24][CH:25]=[CH:26][CH:27]=3)[C:22]2=[O:31])=[CH:17][CH:16]=1)=O)(C)(C)C.[ClH:32], predict the reaction product. The product is: [ClH:32].[NH:8]1[CH2:12][CH2:11][CH2:10][C@@H:9]1[CH2:13][O:14][C:15]1[CH:20]=[CH:19][C:18]([N:21]2[C:22](=[O:31])[C:23]3[C:28](=[CH:27][CH:26]=[CH:25][CH:24]=3)[C:29]2=[O:30])=[CH:17][CH:16]=1. (2) Given the reactants [CH2:1]([NH:3][CH2:4][C:5]1[CH:10]=[CH:9][C:8]([CH2:11][N:12]2[CH2:17][CH2:16][N:15]([C:18]3[C:23]([C:24]([O:26][CH:27]([CH3:29])[CH3:28])=[O:25])=[CH:22][CH:21]=[CH:20][N:19]=3)[CH2:14][CH2:13]2)=[CH:7][CH:6]=1)[CH3:2].[Cl:30][C:31]1[CH:38]=[CH:37][C:34]([CH:35]=O)=[CH:33][CH:32]=1.C(O)(=O)C.C([BH3-])#N.[Na+], predict the reaction product. The product is: [Cl:30][C:31]1[CH:38]=[CH:37][C:34]([CH2:35][N:3]([CH2:4][C:5]2[CH:10]=[CH:9][C:8]([CH2:11][N:12]3[CH2:13][CH2:14][N:15]([C:18]4[C:23]([C:24]([O:26][CH:27]([CH3:28])[CH3:29])=[O:25])=[CH:22][CH:21]=[CH:20][N:19]=4)[CH2:16][CH2:17]3)=[CH:7][CH:6]=2)[CH2:1][CH3:2])=[CH:33][CH:32]=1. (3) Given the reactants Cl.[CH2:2]([O:9][C:10]1[CH:17]=[CH:16][C:13]([CH2:14][NH2:15])=[CH:12][CH:11]=1)[C:3]1[CH:8]=[CH:7][CH:6]=[CH:5][CH:4]=1.C([O-])(O)=O.[Na+].[C:23](O[C:23]([O:25][C:26]([CH3:29])([CH3:28])[CH3:27])=[O:24])([O:25][C:26]([CH3:29])([CH3:28])[CH3:27])=[O:24], predict the reaction product. The product is: [CH2:2]([O:9][C:10]1[CH:11]=[CH:12][C:13]([CH2:14][NH:15][C:23](=[O:24])[O:25][C:26]([CH3:29])([CH3:28])[CH3:27])=[CH:16][CH:17]=1)[C:3]1[CH:4]=[CH:5][CH:6]=[CH:7][CH:8]=1. (4) Given the reactants I[C:2]1[CH:7]=[CH:6][CH:5]=[CH:4][C:3]=1[C:8]([F:11])([F:10])[F:9].C(N(CC)CC)C.[CH2:19]([C:21]1[N:22]([CH2:34][C:35]#[CH:36])[C:23]2[C:32]3[CH:31]=[CH:30][CH:29]=[CH:28][C:27]=3[N:26]=[CH:25][C:24]=2[N:33]=1)[CH3:20], predict the reaction product. The product is: [CH2:19]([C:21]1[N:22]([CH2:34][C:35]#[C:36][C:2]2[CH:7]=[CH:6][CH:5]=[CH:4][C:3]=2[C:8]([F:11])([F:10])[F:9])[C:23]2[C:32]3[CH:31]=[CH:30][CH:29]=[CH:28][C:27]=3[N:26]=[CH:25][C:24]=2[N:33]=1)[CH3:20]. (5) Given the reactants [NH2:1][C:2]([CH3:32])([CH3:31])[C:3]#[C:4][C:5]1[CH:10]=[CH:9][C:8]([C@@H:11]([N:13]2[CH2:18][CH2:17][C@:16]([CH2:25][C:26]([OH:29])([CH3:28])[CH3:27])([C:19]3[CH:24]=[CH:23][CH:22]=[CH:21][CH:20]=3)[O:15][C:14]2=[O:30])[CH3:12])=[CH:7][CH:6]=1.C[Si]([N:37]=[C:38]=[O:39])(C)C, predict the reaction product. The product is: [OH:29][C:26]([CH3:27])([CH3:28])[CH2:25][C@@:16]1([C:19]2[CH:20]=[CH:21][CH:22]=[CH:23][CH:24]=2)[O:15][C:14](=[O:30])[N:13]([C@H:11]([C:8]2[CH:9]=[CH:10][C:5]([C:4]#[C:3][C:2]([NH:1][C:38]([NH2:37])=[O:39])([CH3:31])[CH3:32])=[CH:6][CH:7]=2)[CH3:12])[CH2:18][CH2:17]1. (6) The product is: [CH3:15][C@:6]12[CH2:10][CH2:9][CH2:8][N:7]1[CH:3]([C:2]([Cl:1])([Cl:12])[Cl:13])[O:4][C:5]2=[O:11]. Given the reactants [Cl:1][C:2]([Cl:13])([Cl:12])[CH:3]1[N:7]2[CH2:8][CH2:9][CH2:10][C@@H:6]2[C:5](=[O:11])[O:4]1.[Li+].[CH3:15]C([N-]C(C)C)C.C1COCC1.CCCCCCC.ICI, predict the reaction product. (7) Given the reactants [NH2:1][C:2]1[CH:7]=[CH:6][C:5]([N:8]2[C:12]([NH:13][C:14]([NH:16][C:17]3[CH:22]=[CH:21][C:20]([O:23][C:24]4[CH:29]=[CH:28][N:27]=[CH:26][CH:25]=4)=[CH:19][CH:18]=3)=[O:15])=[CH:11][C:10]([C:30]([CH3:33])([CH3:32])[CH3:31])=[N:9]2)=[CH:4][CH:3]=1.[CH3:34][O:35][CH2:36][CH2:37][C:38](Cl)=[O:39].CCN(CC)CC, predict the reaction product. The product is: [C:30]([C:10]1[CH:11]=[C:12]([NH:13][C:14]([NH:16][C:17]2[CH:22]=[CH:21][C:20]([O:23][C:24]3[CH:25]=[CH:26][N:27]=[CH:28][CH:29]=3)=[CH:19][CH:18]=2)=[O:15])[N:8]([C:5]2[CH:6]=[CH:7][C:2]([NH:1][C:38](=[O:39])[CH2:37][CH2:36][O:35][CH3:34])=[CH:3][CH:4]=2)[N:9]=1)([CH3:33])([CH3:32])[CH3:31].